From a dataset of Catalyst prediction with 721,799 reactions and 888 catalyst types from USPTO. Predict which catalyst facilitates the given reaction. Reactant: [NH2:1][C:2]1[CH:3]=[C:4]2[C:9](=[CH:10][CH:11]=1)[N:8]=[CH:7][CH:6]=[CH:5]2.[Cl:12][C:13]1[N:18]=[C:17](Cl)[C:16]([N+:20]([O-:22])=[O:21])=[CH:15][N:14]=1.C(N(C(C)C)C(C)C)C. Product: [Cl:12][C:13]1[N:18]=[C:17]([NH:1][C:2]2[CH:3]=[C:4]3[C:9](=[CH:10][CH:11]=2)[N:8]=[CH:7][CH:6]=[CH:5]3)[C:16]([N+:20]([O-:22])=[O:21])=[CH:15][N:14]=1. The catalyst class is: 12.